Dataset: Reaction yield outcomes from USPTO patents with 853,638 reactions. Task: Predict the reaction yield, written as a fraction of the theoretical maximum amount of product (1.0 means a 100% yield; for example, 0.34 means a 34% yield). (1) The reactants are [CH3:1][N:2]1[CH:6]=[C:5]([NH:7][C:8]([C:10]2[N:11]([CH3:18])[CH:12]=[C:13]([N+:15]([O-])=O)[CH:14]=2)=[O:9])[CH:4]=[C:3]1[C:19]([O:21][CH3:22])=[O:20].Cl.[H][H].[CH3:26][N:27]1[CH:31]=[C:30]([NH:32][C:33]([C:35]2[N:36]([CH3:43])[CH:37]=[C:38]([N+:40]([O-:42])=[O:41])[CH:39]=2)=[O:34])[CH:29]=[C:28]1[C:44]([OH:46])=O.C(Cl)CCl.CCN(C(C)C)C(C)C. The catalyst is [Pd].CC(N(C)C)=O. The product is [CH3:1][N:2]1[CH:6]=[C:5]([NH:7][C:8]([C:10]2[N:11]([CH3:18])[CH:12]=[C:13]([NH:15][C:44]([C:28]3[N:27]([CH3:26])[CH:31]=[C:30]([NH:32][C:33]([C:35]4[N:36]([CH3:43])[CH:37]=[C:38]([N+:40]([O-:42])=[O:41])[CH:39]=4)=[O:34])[CH:29]=3)=[O:46])[CH:14]=2)=[O:9])[CH:4]=[C:3]1[C:19]([O:21][CH3:22])=[O:20]. The yield is 0.760. (2) The reactants are C1(P(C2C=CC=CC=2)C2C=CC=CC=2)C=CC=CC=1.[O:20]1[CH2:25][CH2:24][N:23]([CH2:26][CH2:27][OH:28])[CH2:22][CH2:21]1.CCOC(/N=N/C(OCC)=O)=O.O1CCCCC1[N:47]1[C:55]2[C:50](=[CH:51][C:52]([C:56]3[N:60]=[CH:59][N:58](C(C4C=CC=CC=4)(C4C=CC=CC=4)C4C=CC=CC=4)[N:57]=3)=[CH:53][CH:54]=2)[C:49]([C:80]2[CH:81]=[C:82](O)[CH:83]=[CH:84][CH:85]=2)=[N:48]1.Cl. The catalyst is O1CCCC1. The product is [NH:57]1[C:56]([C:52]2[CH:51]=[C:50]3[C:55](=[CH:54][CH:53]=2)[NH:47][N:48]=[C:49]3[C:80]2[CH:81]=[CH:82][CH:83]=[C:84]([O:28][CH2:27][CH2:26][N:23]3[CH2:24][CH2:25][O:20][CH2:21][CH2:22]3)[CH:85]=2)=[N:60][CH:59]=[N:58]1. The yield is 0.300. (3) The reactants are [CH:1]([C:4]1[CH:8]=[C:7]([NH2:9])[N:6]([C:10]2[CH:11]=[C:12]3[C:17](=[CH:18][CH:19]=2)[N:16]=[CH:15][CH:14]=[CH:13]3)[N:5]=1)([CH3:3])[CH3:2].C[Si]([N-][Si](C)(C)C)(C)C.[Li+].Cl[C:31]([O:33][C:34]([CH3:36])=[CH2:35])=[O:32]. No catalyst specified. The yield is 0.650. The product is [CH:1]([C:4]1[CH:8]=[C:7]([NH:9][C:31](=[O:32])[O:33][C:34]([CH3:36])=[CH2:35])[N:6]([C:10]2[CH:11]=[C:12]3[C:17](=[CH:18][CH:19]=2)[N:16]=[CH:15][CH:14]=[CH:13]3)[N:5]=1)([CH3:3])[CH3:2].